This data is from hERG potassium channel inhibition data for cardiac toxicity prediction from Karim et al.. The task is: Regression/Classification. Given a drug SMILES string, predict its toxicity properties. Task type varies by dataset: regression for continuous values (e.g., LD50, hERG inhibition percentage) or binary classification for toxic/non-toxic outcomes (e.g., AMES mutagenicity, cardiotoxicity, hepatotoxicity). Dataset: herg_karim. (1) The compound is Cc1nc2ccccn2c1-c1ccc2cc(CCN3CCC[C@H]3C)ccc2n1. The result is 1 (blocker). (2) The molecule is O=C(O)c1cccc(-c2c[nH]c([C@H]3Cc4c([nH]c5ccccc45)[C@@H](C4CCOCC4)N3)n2)c1. The result is 1 (blocker).